Dataset: Catalyst prediction with 721,799 reactions and 888 catalyst types from USPTO. Task: Predict which catalyst facilitates the given reaction. (1) Reactant: [C:1]([NH:4][C:5]1[S:6][C:7]2[C:13]3[N:14]([C@@H:20]4[CH2:25][CH2:24][C@H:23]([C:26]([O:28]CC)=[O:27])[CH2:22][CH2:21]4)[N:15]=[C:16]([CH:17]4[CH2:19][CH2:18]4)[C:12]=3[CH2:11][CH2:10][C:8]=2[N:9]=1)(=[O:3])[CH3:2].[OH-].[Li+]. Product: [C:1]([NH:4][C:5]1[S:6][C:7]2[C:13]3[N:14]([C@@H:20]4[CH2:25][CH2:24][C@H:23]([C:26]([OH:28])=[O:27])[CH2:22][CH2:21]4)[N:15]=[C:16]([CH:17]4[CH2:18][CH2:19]4)[C:12]=3[CH2:11][CH2:10][C:8]=2[N:9]=1)(=[O:3])[CH3:2]. The catalyst class is: 30. (2) Reactant: [Cl:1][C:2]1[CH:3]=[CH:4][C:5]2[S:9][C:8](=[O:10])[NH:7][C:6]=2[CH:11]=1.N([CH2:15][CH2:16][CH2:17][CH2:18][CH2:19][CH2:20][CH3:21])=C=O. Product: [Cl:1][C:2]1[CH:3]=[CH:4][C:5]2[S:9][C:8](=[O:10])[NH:7][C:6]=2[CH:11]=1.[CH3:21][CH2:20][CH:19]([C:8]([NH2:7])=[O:10])[CH2:18][CH2:17][CH2:16][CH3:15]. The catalyst class is: 12. (3) Reactant: [Cl:1][C:2]1[CH:3]=[C:4]([C:8]2[N:13]=[C:12]([CH2:14][C:15]3[CH:20]=[CH:19][C:18]([CH2:21][C:22]([O:24]C)=O)=[CH:17][CH:16]=3)[CH:11]=[C:10]([CH2:26][CH3:27])[N:9]=2)[CH:5]=[CH:6][CH:7]=1.[Cl-].[NH4+:29].N. Product: [Cl:1][C:2]1[CH:3]=[C:4]([C:8]2[N:13]=[C:12]([CH2:14][C:15]3[CH:20]=[CH:19][C:18]([CH2:21][C:22]([NH2:29])=[O:24])=[CH:17][CH:16]=3)[CH:11]=[C:10]([CH2:26][CH3:27])[N:9]=2)[CH:5]=[CH:6][CH:7]=1. The catalyst class is: 5. (4) Reactant: [CH:1]1([NH2:7])[CH2:6][CH2:5][CH2:4][CH2:3][CH2:2]1.C([O:10][C:11]([C:13]1[C:14](=[O:25])[N:15]([CH3:24])[C:16]2[C:21]([C:22]=1[OH:23])=[CH:20][CH:19]=[CH:18][CH:17]=2)=O)C. Product: [CH:1]1([NH:7][C:11]([C:13]2[C:14](=[O:25])[N:15]([CH3:24])[C:16]3[C:21]([C:22]=2[OH:23])=[CH:20][CH:19]=[CH:18][CH:17]=3)=[O:10])[CH2:6][CH2:5][CH2:4][CH2:3][CH2:2]1. The catalyst class is: 93.